Dataset: Peptide-MHC class I binding affinity with 185,985 pairs from IEDB/IMGT. Task: Regression. Given a peptide amino acid sequence and an MHC pseudo amino acid sequence, predict their binding affinity value. This is MHC class I binding data. (1) The peptide sequence is DWMERIEDF. The binding affinity (normalized) is 0.0847. The MHC is HLA-A02:16 with pseudo-sequence HLA-A02:16. (2) The peptide sequence is KIFKVTGEF. The MHC is HLA-B39:01 with pseudo-sequence HLA-B39:01. The binding affinity (normalized) is 0.0847. (3) The peptide sequence is RTHQYSEKGK. The MHC is HLA-A68:01 with pseudo-sequence HLA-A68:01. The binding affinity (normalized) is 0.144. (4) The peptide sequence is VDFLEENITAL. The MHC is Mamu-A11 with pseudo-sequence Mamu-A11. The binding affinity (normalized) is 0.475. (5) The peptide sequence is ALVEICTEMEK. The MHC is HLA-A03:01 with pseudo-sequence HLA-A03:01. The binding affinity (normalized) is 0.383. (6) The peptide sequence is KTERGVRLH. The MHC is HLA-A11:01 with pseudo-sequence HLA-A11:01. The binding affinity (normalized) is 0.0777. (7) The peptide sequence is FIYTYDRV. The MHC is H-2-Db with pseudo-sequence H-2-Db. The binding affinity (normalized) is 0.